This data is from Forward reaction prediction with 1.9M reactions from USPTO patents (1976-2016). The task is: Predict the product of the given reaction. (1) Given the reactants [S:1]1[C:5]2[CH:6]=[CH:7][CH:8]=[CH:9][C:4]=2[CH:3]=[C:2]1[CH:10]=O.[CH3:12][CH:13]([CH3:29])[C:14]([NH:16][C:17]1[CH:22]=[CH:21][CH:20]=[C:19]([CH:23]2[CH2:28][CH2:27][NH:26][CH2:25][CH2:24]2)[CH:18]=1)=[O:15], predict the reaction product. The product is: [S:1]1[C:5]2[CH:6]=[CH:7][CH:8]=[CH:9][C:4]=2[CH:3]=[C:2]1[CH2:10][N:26]1[CH2:27][CH2:28][CH:23]([C:19]2[CH:18]=[C:17]([NH:16][C:14](=[O:15])[CH:13]([CH3:12])[CH3:29])[CH:22]=[CH:21][CH:20]=2)[CH2:24][CH2:25]1. (2) The product is: [C:17]([O:21][C:4]([C:6]1[N:7]=[CH:8][C:9]([C:12]([O:14][CH2:15][CH3:16])=[O:13])=[N:10][CH:11]=1)=[O:5])([CH3:20])([CH3:19])[CH3:18]. Given the reactants N([C:4]([C:6]1[N:7]=[CH:8][C:9]([C:12]([O:14][CH2:15][CH3:16])=[O:13])=[N:10][CH:11]=1)=[O:5])=[N+]=[N-].[C:17]([OH:21])([CH3:20])([CH3:19])[CH3:18], predict the reaction product. (3) Given the reactants [CH3:1][N:2]1[CH:6]=[CH:5][CH:4]=[C:3]1[C:7](=[O:12])[C:8]([Cl:11])([Cl:10])[Cl:9].[N+:13]([O-])([OH:15])=[O:14], predict the reaction product. The product is: [CH3:1][N:2]1[CH:6]=[C:5]([N+:13]([O-:15])=[O:14])[CH:4]=[C:3]1[C:7](=[O:12])[C:8]([Cl:9])([Cl:10])[Cl:11]. (4) Given the reactants C([O:8][C:9]1[CH:16]=[C:15]([N:17]2[CH:21]=[CH:20][CH:19]=[N:18]2)[CH:14]=[CH:13][C:10]=1[C:11]#[N:12])C1C=CC=CC=1.C([O-])=O.[NH4+], predict the reaction product. The product is: [OH:8][C:9]1[CH:16]=[C:15]([N:17]2[CH:21]=[CH:20][CH:19]=[N:18]2)[CH:14]=[CH:13][C:10]=1[C:11]#[N:12]. (5) Given the reactants [Cl:1][C:2]1[CH:9]=[C:8](B2OC(C)(C)C(C)(C)O2)[CH:7]=[CH:6][C:3]=1[C:4]#[N:5].Br[C:20]1[CH:21]=[N:22][CH:23]=[C:24]([F:32])[C:25]=1[CH:26]([OH:31])[CH2:27][O:28][CH2:29][CH3:30].C(=O)([O-])[O-].[Na+].[Na+].[ClH:39], predict the reaction product. The product is: [Cl:1][C:2]1[CH:9]=[C:8]([C:20]2[CH:21]=[N:22][CH:23]=[C:24]([F:32])[C:25]=2[CH:26]([OH:31])[CH2:27][O:28][CH2:29][CH3:30])[CH:7]=[CH:6][C:3]=1[C:4]#[N:5].[ClH:39].